This data is from Catalyst prediction with 721,799 reactions and 888 catalyst types from USPTO. The task is: Predict which catalyst facilitates the given reaction. (1) Reactant: [C:1]([O:4][CH2:5][C:6]([CH2:17][O:18][Si](C(C)(C)C)(C)C)([C:12]([O:14][CH2:15][CH3:16])=[O:13])[C:7]([O:9][CH2:10][CH3:11])=[O:8])(=[O:3])[CH3:2].C([O-])(=O)C.C([NH+](CC)CC)C. Product: [C:1]([O:4][CH2:5][C:6]([CH2:17][OH:18])([C:12]([O:14][CH2:15][CH3:16])=[O:13])[C:7]([O:9][CH2:10][CH3:11])=[O:8])(=[O:3])[CH3:2]. The catalyst class is: 1. (2) Reactant: [Br:1][CH2:2][CH2:3][CH2:4][Si:5](Cl)(Cl)Cl.[CH2:9]([Mg]Cl)[C:10](=[CH2:12])[CH3:11]. The catalyst class is: 1. Product: [Br:1][CH2:2][CH2:3][CH2:4][Si:5]([CH2:11][C:10](=[CH2:9])[CH3:12])([CH2:12][C:10](=[CH2:11])[CH3:9])[CH2:9][C:10](=[CH2:12])[CH3:11]. (3) The catalyst class is: 16. Reactant: [NH2:1][C:2]1[C:11]([F:12])=[C:10](F)[C:9]2[O:14][CH2:15][C:16]3([CH2:18][CH2:17]3)[N:7]3[C:8]=2[C:3]=1[C:4](=[O:21])[C:5]([C:19]#[N:20])=[CH:6]3.[N:22]1[CH:27]=[CH:26][CH:25]=[C:24]([CH2:28][CH2:29][CH2:30][NH2:31])[CH:23]=1.C(N(CC)CC)C. Product: [NH2:1][C:2]1[C:11]([F:12])=[C:10]([NH:31][CH2:30][CH2:29][CH2:28][C:24]2[CH:23]=[N:22][CH:27]=[CH:26][CH:25]=2)[C:9]2[O:14][CH2:15][C:16]3([CH2:18][CH2:17]3)[N:7]3[C:8]=2[C:3]=1[C:4](=[O:21])[C:5]([C:19]#[N:20])=[CH:6]3. (4) Reactant: Cl.[NH2:2][C@@H:3]1[CH2:8][CH2:7][C@H:6]([NH:9][C:10](=[O:27])[C:11]2[CH:16]=[C:15]([F:17])[CH:14]=[N:13][C:12]=2[O:18][C:19]2[CH:24]=[CH:23][CH:22]=[C:21]([S:25][CH3:26])[CH:20]=2)[CH2:5][CH2:4]1.C(N(CC)CC)C.[CH3:35][CH:36]([CH3:41])[CH2:37][C:38](O)=[O:39].Cl.CN(C)CCCN=C=NCC.ON1C2C=CC=CC=2N=N1. Product: [F:17][C:15]1[CH:14]=[N:13][C:12]([O:18][C:19]2[CH:24]=[CH:23][CH:22]=[C:21]([S:25][CH3:26])[CH:20]=2)=[C:11]([CH:16]=1)[C:10]([NH:9][C@H:6]1[CH2:7][CH2:8][C@@H:3]([NH:2][C:38](=[O:39])[CH2:37][CH:36]([CH3:41])[CH3:35])[CH2:4][CH2:5]1)=[O:27]. The catalyst class is: 9. (5) Reactant: C([O:8][C:9]1[C:18](=[O:19])[N:17]2[C:12]([C:13]([CH3:21])([CH3:20])[O:14][CH2:15][CH2:16]2)=[N:11][C:10]=1[C:22]([NH:24][CH2:25][C:26]1[S:30][C:29]([CH3:31])=[N:28][CH:27]=1)=[O:23])C1C=CC=CC=1.[H][H]. Product: [OH:8][C:9]1[C:18](=[O:19])[N:17]2[C:12]([C:13]([CH3:20])([CH3:21])[O:14][CH2:15][CH2:16]2)=[N:11][C:10]=1[C:22]([NH:24][CH2:25][C:26]1[S:30][C:29]([CH3:31])=[N:28][CH:27]=1)=[O:23]. The catalyst class is: 604. (6) Reactant: Cl.[F:2][C:3]1[CH:15]=[C:14]([O:16][CH3:17])[CH:13]=[CH:12][C:4]=1[O:5][CH:6]1[CH2:11][CH2:10][NH:9][CH2:8][CH2:7]1.[OH:18][C:19]([C:21]([F:24])([F:23])[F:22])=[O:20].[CH2:25]([N:32]1[CH2:41][CH2:40][C:39]2[C:34](=[N:35][C:36](Cl)=[C:37]([NH:42][CH:43]3[CH2:46][CH2:45][CH2:44]3)[N:38]=2)[CH2:33]1)[C:26]1[CH:31]=[CH:30][CH:29]=[CH:28][CH:27]=1.CC(C)([O-])C.[Na+]. Product: [CH2:25]([N:32]1[CH2:41][CH2:40][C:39]2[C:34](=[N:35][C:36]([N:9]3[CH2:8][CH2:7][CH:6]([O:5][C:4]4[CH:12]=[CH:13][C:14]([O:16][CH3:17])=[CH:15][C:3]=4[F:2])[CH2:11][CH2:10]3)=[C:37]([NH:42][CH:43]3[CH2:44][CH2:45][CH2:46]3)[N:38]=2)[CH2:33]1)[C:26]1[CH:27]=[CH:28][CH:29]=[CH:30][CH:31]=1.[C:19]([OH:20])([C:21]([F:24])([F:23])[F:22])=[O:18]. The catalyst class is: 733.